Predict the product of the given reaction. From a dataset of Forward reaction prediction with 1.9M reactions from USPTO patents (1976-2016). (1) Given the reactants [CH3:1][C@H:2]1[CH2:6][CH2:5][CH2:4][N:3]1[C:7]1[C:8]([C:21]2[CH:25]=[CH:24][N:23]([Si](C(C)C)(C(C)C)C(C)C)[CH:22]=2)=[N:9][C:10]2[C:15]([N:16]=1)=[CH:14][C:13]([C:17]([O:19][CH3:20])=[O:18])=[CH:12][CH:11]=2.[F-].C([N+](CCCC)(CCCC)CCCC)CCC, predict the reaction product. The product is: [CH3:1][C@H:2]1[CH2:6][CH2:5][CH2:4][N:3]1[C:7]1[C:8]([C:21]2[CH:25]=[CH:24][NH:23][CH:22]=2)=[N:9][C:10]2[C:15]([N:16]=1)=[CH:14][C:13]([C:17]([O:19][CH3:20])=[O:18])=[CH:12][CH:11]=2. (2) The product is: [Si:1]([O:8][CH2:9][CH2:10][N:11]1[C:15]([CH:16]=[O:17])=[CH:14][C:13]([CH:18]=[O:19])=[N:12]1)([C:4]([CH3:7])([CH3:5])[CH3:6])([CH3:3])[CH3:2]. Given the reactants [Si:1]([O:8][CH2:9][CH2:10][N:11]1[C:15]([CH2:16][OH:17])=[CH:14][C:13]([CH2:18][OH:19])=[N:12]1)([C:4]([CH3:7])([CH3:6])[CH3:5])([CH3:3])[CH3:2].C[N+]1([O-])CCOCC1.C([N+](CCC)(CCC)CCC)CC, predict the reaction product. (3) The product is: [N:22]1[C:23]2[C:28](=[CH:27][CH:26]=[CH:25][CH:24]=2)[CH:29]=[C:20]([CH2:19][N:16]2[CH2:15][CH2:14][N:13]([C:11]([NH:10][C:5]3[CH:6]=[CH:7][CH:8]=[CH:9][C:4]=3[C:3]([OH:30])=[O:2])=[O:12])[CH2:18][CH2:17]2)[CH:21]=1. Given the reactants C[O:2][C:3](=[O:30])[C:4]1[CH:9]=[CH:8][CH:7]=[CH:6][C:5]=1[NH:10][C:11]([N:13]1[CH2:18][CH2:17][N:16]([CH2:19][C:20]2[CH:21]=[N:22][C:23]3[C:28]([CH:29]=2)=[CH:27][CH:26]=[CH:25][CH:24]=3)[CH2:15][CH2:14]1)=[O:12], predict the reaction product. (4) Given the reactants Br[C:2]1[CH:7]=[CH:6][C:5]([CH2:8][CH2:9][N:10]([CH2:18][C@H:19]([OH:26])[C:20]2[CH:21]=[N:22][CH:23]=[CH:24][CH:25]=2)[C:11](=[O:17])[O:12][C:13]([CH3:16])([CH3:15])[CH3:14])=[CH:4][CH:3]=1.[OH:27][CH2:28][CH2:29][CH2:30][S:31]([NH:34][C:35]([C:37]1[CH:42]=[CH:41][C:40](B(O)O)=[CH:39][C:38]=1[O:46][CH:47]([CH3:49])[CH3:48])=[O:36])(=[O:33])=[O:32].C(=O)([O-])[O-].[Na+].[Na+].C(OCC)(=O)C, predict the reaction product. The product is: [OH:27][CH2:28][CH2:29][CH2:30][S:31]([NH:34][C:35]([C:37]1[CH:42]=[CH:41][C:40]([C:2]2[CH:7]=[CH:6][C:5]([CH2:8][CH2:9][N:10]([CH2:18][C@H:19]([OH:26])[C:20]3[CH:21]=[N:22][CH:23]=[CH:24][CH:25]=3)[C:11](=[O:17])[O:12][C:13]([CH3:16])([CH3:15])[CH3:14])=[CH:4][CH:3]=2)=[CH:39][C:38]=1[O:46][CH:47]([CH3:49])[CH3:48])=[O:36])(=[O:33])=[O:32].